This data is from Full USPTO retrosynthesis dataset with 1.9M reactions from patents (1976-2016). The task is: Predict the reactants needed to synthesize the given product. The reactants are: [CH3:1][N:2]1[C:6]([C:7]2[CH:8]=[C:9]3[N:15]([CH2:16][C:17]4([F:25])[CH2:22][CH2:21][C:20]([F:24])([F:23])[CH2:19][CH2:18]4)[CH:14]=[CH:13][C:10]3=[N:11][CH:12]=2)=[C:5]([CH3:26])[N:4]=[N:3]1.[Br:27]N1C(=O)CCC1=O. Given the product [Br:27][C:13]1[C:10]2=[N:11][CH:12]=[C:7]([C:6]3[N:2]([CH3:1])[N:3]=[N:4][C:5]=3[CH3:26])[CH:8]=[C:9]2[N:15]([CH2:16][C:17]2([F:25])[CH2:22][CH2:21][C:20]([F:23])([F:24])[CH2:19][CH2:18]2)[CH:14]=1, predict the reactants needed to synthesize it.